Dataset: Reaction yield outcomes from USPTO patents with 853,638 reactions. Task: Predict the reaction yield, written as a fraction of the theoretical maximum amount of product (1.0 means a 100% yield; for example, 0.34 means a 34% yield). (1) The reactants are [Cl-].O[NH3+:3].[C:4](=[O:7])([O-])[OH:5].[Na+].CS(C)=O.[O:13]=[C:14]1[C:19]([CH2:20][C:21]2[CH:26]=[CH:25][C:24]([C:27]3[C:28]([C:33]#[N:34])=[CH:29][CH:30]=[CH:31][CH:32]=3)=[CH:23][CH:22]=2)=[C:18]([CH2:35][CH2:36][CH3:37])[N:17]2[N:38]=[CH:39][N:40]=[C:16]2[N:15]1[C@H:41]1[CH2:46][CH2:45][C@H:44]([O:47][CH2:48][C:49]([OH:55])([CH3:54])[C:50]([F:53])([F:52])[F:51])[CH2:43][CH2:42]1. The catalyst is O.C(OCC)(=O)C. The product is [O:7]=[C:4]1[O:5][N:3]=[C:33]([C:28]2[CH:29]=[CH:30][CH:31]=[CH:32][C:27]=2[C:24]2[CH:25]=[CH:26][C:21]([CH2:20][C:19]3[C:14](=[O:13])[N:15]([C@H:41]4[CH2:46][CH2:45][C@H:44]([O:47][CH2:48][C:49]([OH:55])([CH3:54])[C:50]([F:52])([F:53])[F:51])[CH2:43][CH2:42]4)[C:16]4[N:17]([N:38]=[CH:39][N:40]=4)[C:18]=3[CH2:35][CH2:36][CH3:37])=[CH:22][CH:23]=2)[NH:34]1. The yield is 0.620. (2) The reactants are CC1(C)C(C)(C)OB([C:9]2[CH:14]=[CH:13][C:12]([C:15]3([NH:18][C:19](=[O:29])[O:20][C@H:21]4[CH:26]5[CH2:27][CH2:28][N:23]([CH2:24][CH2:25]5)[CH2:22]4)[CH2:17][CH2:16]3)=[CH:11][CH:10]=2)O1.Br[C:32]1[CH:37]=[CH:36][C:35]([F:38])=[CH:34][N:33]=1. No catalyst specified. The product is [F:38][C:35]1[CH:36]=[CH:37][C:32]([C:9]2[CH:14]=[CH:13][C:12]([C:15]3([NH:18][C:19](=[O:29])[O:20][C@H:21]4[CH:26]5[CH2:27][CH2:28][N:23]([CH2:24][CH2:25]5)[CH2:22]4)[CH2:16][CH2:17]3)=[CH:11][CH:10]=2)=[N:33][CH:34]=1. The yield is 0.340. (3) The reactants are ClC1N=CC(C2C=CC3N(C=C(NC(=O)C)N=3)N=2)=CC=1NS(C)(=O)=O.Cl[C:27]1[CH:28]=[CH:29][C:30]2[N:31]([CH:33]=[C:34]([NH:36][C:37](=[O:39])[CH3:38])[N:35]=2)[N:32]=1.B1(B2OC(C)(C)C(C)(C)O2)OC(C)(C)C(C)(C)O1.CS(C)=O.C([O-])(=O)C.[K+].Br[C:68]1[CH:69]=[C:70]([O:76][CH3:77])[C:71]([O:74][CH3:75])=[N:72][CH:73]=1.C(=O)([O-])[O-].[Na+].[Na+]. The catalyst is C1C=CC(P(C2C=CC=CC=2)[C-]2C=CC=C2)=CC=1.C1C=CC(P(C2C=CC=CC=2)[C-]2C=CC=C2)=CC=1.Cl[Pd]Cl.[Fe+2]. The product is [CH3:77][O:76][C:70]1[CH:69]=[C:68]([C:27]2[CH:28]=[CH:29][C:30]3[N:31]([CH:33]=[C:34]([NH:36][C:37](=[O:39])[CH3:38])[N:35]=3)[N:32]=2)[CH:73]=[N:72][C:71]=1[O:74][CH3:75]. The yield is 0.160. (4) The reactants are Cl.Cl.Cl.[F:4][C:5]1[CH:14]=[C:13]([C:15]2[C:20]([CH:21]3[CH2:26][CH2:25][NH:24][CH2:23][CH2:22]3)=[N:19][CH:18]=[CH:17][N:16]=2)[CH:12]=[CH:11][C:6]=1[C:7]([NH:9][CH3:10])=[O:8].C(N(CC)CC)C.FC(F)(F)S(O[C:40]1[CH:49]=[CH:48][C:47]2[C:42](=[CH:43][C:44]([F:50])=[CH:45][CH:46]=2)[N:41]=1)(=O)=O. The catalyst is CS(C)=O.O. The product is [F:4][C:5]1[CH:14]=[C:13]([C:15]2[C:20]([CH:21]3[CH2:26][CH2:25][N:24]([C:40]4[CH:49]=[CH:48][C:47]5[C:42](=[CH:43][C:44]([F:50])=[CH:45][CH:46]=5)[N:41]=4)[CH2:23][CH2:22]3)=[N:19][CH:18]=[CH:17][N:16]=2)[CH:12]=[CH:11][C:6]=1[C:7]([NH:9][CH3:10])=[O:8]. The yield is 0.460. (5) The reactants are Br[C:2]1[CH:7]=[CH:6][C:5]([NH:8][C:9]([N:11]2[CH2:16][CH2:15][O:14][CH2:13][CH2:12]2)=[O:10])=[C:4]([C:17](=[O:21])[N:18]([CH3:20])[CH3:19])[CH:3]=1.[B:22]1([B:22]2[O:26][C:25]([CH3:28])([CH3:27])[C:24]([CH3:30])([CH3:29])[O:23]2)[O:26][C:25]([CH3:28])([CH3:27])[C:24]([CH3:30])([CH3:29])[O:23]1.C([O-])(=O)C.[K+]. The catalyst is C1C=CC([PH+]([C]2[CH][CH][CH][CH]2)C2C=CC=CC=2)=CC=1.C1C=CC([PH+]([C]2[CH][CH][CH][CH]2)C2C=CC=CC=2)=CC=1.C(Cl)Cl.Cl[Pd]Cl.[Fe].CN(C)C=O. The product is [CH3:19][N:18]([CH3:20])[C:17]([C:4]1[CH:3]=[C:2]([B:22]2[O:26][C:25]([CH3:28])([CH3:27])[C:24]([CH3:30])([CH3:29])[O:23]2)[CH:7]=[CH:6][C:5]=1[NH:8][C:9]([N:11]1[CH2:16][CH2:15][O:14][CH2:13][CH2:12]1)=[O:10])=[O:21]. The yield is 0.620. (6) The reactants are [C:1]1([C:7]2[O:11][N:10]=[CH:9][C:8]=2/[CH:12]=[CH:13]/[C:14]([OH:16])=O)[CH:6]=[CH:5][CH:4]=[CH:3][CH:2]=1.[CH2:17]([N:19](CC)CC)[CH3:18].C(Cl)(=O)OCC.C(N)C. The catalyst is O.O1CCCC1. The product is [CH2:17]([NH:19][C:14](=[O:16])/[CH:13]=[CH:12]/[C:8]1[CH:9]=[N:10][O:11][C:7]=1[C:1]1[CH:2]=[CH:3][CH:4]=[CH:5][CH:6]=1)[CH3:18]. The yield is 0.910. (7) The product is [CH3:1][O:2][C:3]1[CH:4]=[CH:5][C:6]2[C:10](=[O:11])[O:9][CH:8]([CH2:12][C:13]([OH:15])=[O:14])[C:7]=2[CH:20]=1. The reactants are [CH3:1][O:2][C:3]1[CH:4]=[CH:5][C:6]2[C:10](=[O:11])[O:9][CH:8]([CH2:12][C:13]([O:15]CCCC)=[O:14])[C:7]=2[CH:20]=1. The yield is 0.750. The catalyst is Cl.O.O.